Dataset: Catalyst prediction with 721,799 reactions and 888 catalyst types from USPTO. Task: Predict which catalyst facilitates the given reaction. (1) Reactant: COC1C=CC(C[N:8]2[C:12]3=[N:13][CH:14]=[CH:15][C:16](Cl)=[C:11]3[C:10]([CH3:18])=[N:9]2)=CC=1.[NH2:21][C:22]1[S:23][C:24]2[CH:30]=[C:29]([OH:31])[CH:28]=[CH:27][C:25]=2[N:26]=1.BrC1C=CC=CC=1. Product: [CH3:18][C:10]1[C:11]2[C:12](=[N:13][CH:14]=[CH:15][C:16]=2[O:31][C:29]2[CH:28]=[CH:27][C:25]3[N:26]=[C:22]([NH2:21])[S:23][C:24]=3[CH:30]=2)[NH:8][N:9]=1. The catalyst class is: 277. (2) Reactant: [CH2:1]([O:3][C:4](=[O:26])[NH:5][C:6]1[CH:11]=[CH:10][CH:9]=[C:8]([C:12]2[N:13]([CH2:24][CH3:25])[C:14]3[C:19]([C:20]=2[C:21]#[N:22])=[CH:18][CH:17]=[C:16]([OH:23])[CH:15]=3)[CH:7]=1)[CH3:2].C([O-])([O-])=O.[K+].[K+].Br[CH2:34][CH2:35][CH2:36]Cl.O. Product: [CH2:1]([O:3][C:4](=[O:26])[NH:5][C:6]1[CH:11]=[CH:10][CH:9]=[C:8]([C:12]2[N:13]([CH2:24][CH3:25])[C:14]3[C:19]([C:20]=2[C:21]#[N:22])=[CH:18][CH:17]=[C:16]([O:23][CH2:34][CH2:35][CH2:36][N:13]2[CH2:14][CH2:19][CH2:20][CH2:12]2)[CH:15]=3)[CH:7]=1)[CH3:2]. The catalyst class is: 3. (3) Reactant: [Cl:1][C:2]1[CH:3]=[C:4]([NH:21][C:22]2[C:32]3[CH:31]=[C:30]([C:33]([O:35][CH3:36])=[O:34])[CH2:29][CH2:28][NH:27][C:26]=3[N:25]=[CH:24][N:23]=2)[CH:5]=[CH:6][C:7]=1[O:8][C:9]1[CH:14]=[CH:13][CH:12]=[C:11]([S:15][CH2:16][C:17]([F:20])([F:19])[F:18])[CH:10]=1.ClC1C=CC=C(C(OO)=[O:45])C=1.S([O-])([O-])(=O)=S.[Na+].[Na+]. Product: [Cl:1][C:2]1[CH:3]=[C:4]([NH:21][C:22]2[C:32]3[CH:31]=[C:30]([C:33]([O:35][CH3:36])=[O:34])[CH2:29][CH2:28][NH:27][C:26]=3[N:25]=[CH:24][N:23]=2)[CH:5]=[CH:6][C:7]=1[O:8][C:9]1[CH:14]=[CH:13][CH:12]=[C:11]([S:15]([CH2:16][C:17]([F:18])([F:19])[F:20])=[O:45])[CH:10]=1. The catalyst class is: 13. (4) Reactant: [CH3:1][C:2]1([O:15][CH2:16][CH2:17][CH:18]=O)[CH2:7][CH2:6][N:5]([C:8]([O:10][C:11]([CH3:14])([CH3:13])[CH3:12])=[O:9])[CH2:4][CH2:3]1.C1(P(C2C=CC=CC=2)(C2C=CC=CC=2)=[CH:27][C:28](=[O:30])[CH3:29])C=CC=CC=1.O. Product: [CH3:1][C:2]1([O:15][CH2:16][CH2:17]/[CH:18]=[CH:27]/[C:28](=[O:30])[CH3:29])[CH2:3][CH2:4][N:5]([C:8]([O:10][C:11]([CH3:12])([CH3:13])[CH3:14])=[O:9])[CH2:6][CH2:7]1. The catalyst class is: 2. (5) Reactant: CC(OI1(OC(C)=O)(OC(C)=O)OC(=O)C2C=CC=CC1=2)=O.[F:23][C:24]1[CH:29]=[CH:28][C:27]([C:30]2[O:31][CH:32]=[C:33]([CH2:35][OH:36])[N:34]=2)=[CH:26][CH:25]=1. Product: [F:23][C:24]1[CH:25]=[CH:26][C:27]([C:30]2[O:31][CH:32]=[C:33]([CH:35]=[O:36])[N:34]=2)=[CH:28][CH:29]=1. The catalyst class is: 2.